Dataset: Forward reaction prediction with 1.9M reactions from USPTO patents (1976-2016). Task: Predict the product of the given reaction. (1) Given the reactants [Cl:1][C:2]1[CH:7]=[CH:6][C:5]([CH2:8][CH:9]([NH:16][CH:17]=O)[C:10]([CH3:15])([CH3:14])[CH2:11][O:12][CH3:13])=[CH:4][C:3]=1[O:19][CH2:20][CH2:21][CH2:22][O:23][CH3:24].O=P(Cl)(Cl)Cl, predict the reaction product. The product is: [Cl:1][C:2]1[CH:7]=[C:6]2[C:5]([CH2:8][CH:9]([C:10]([CH3:15])([CH3:14])[CH2:11][O:12][CH3:13])[N:16]=[CH:17]2)=[CH:4][C:3]=1[O:19][CH2:20][CH2:21][CH2:22][O:23][CH3:24]. (2) Given the reactants [Br:1][C:2]1[CH:10]=[CH:9][C:5]([C:6]([OH:8])=O)=[CH:4][C:3]=1[O:11][CH3:12].Cl.[CH3:14][S:15]([CH2:18][CH2:19][NH2:20])(=[O:17])=[O:16].CN(C(ON1N=NC2C=CC=NC1=2)=[N+](C)C)C.F[P-](F)(F)(F)(F)F.CCN(C(C)C)C(C)C.C(=O)(O)[O-].[Na+], predict the reaction product. The product is: [Br:1][C:2]1[CH:10]=[CH:9][C:5]([C:6]([NH:20][CH2:19][CH2:18][S:15]([CH3:14])(=[O:17])=[O:16])=[O:8])=[CH:4][C:3]=1[O:11][CH3:12]. (3) Given the reactants C([O:3][P:4]([CH:9]=[CH:10][CH:11]1[CH:15]([O:16][C:17](=[O:24])[C:18]2[CH:23]=[CH:22][CH:21]=[CH:20][CH:19]=2)[CH:14]([O:25][CH3:26])[CH:13]([N:27]2[CH:35]=[N:34][C:33]3[C:32](=[O:36])[NH:31][C:30]([NH:37][C:38](=[O:42])[CH:39]([CH3:41])[CH3:40])=[N:29][C:28]2=3)[O:12]1)([O:6]CC)=[O:5])C.N1C(C)=CC=CC=1C.C[Si](Br)(C)C, predict the reaction product. The product is: [C:38]([NH:37][C:30]1[NH:31][C:32](=[O:36])[C:33]2[N:34]=[CH:35][N:27]([CH:13]3[O:12][CH:11]([CH:10]=[CH:9][P:4]([OH:5])([OH:6])=[O:3])[CH:15]([O:16][C:17](=[O:24])[C:18]4[CH:19]=[CH:20][CH:21]=[CH:22][CH:23]=4)[CH:14]3[O:25][CH3:26])[C:28]=2[N:29]=1)(=[O:42])[CH:39]([CH3:40])[CH3:41]. (4) Given the reactants [CH2:1]([O:8][C:9]([N:11]1[CH2:15][CH2:14][CH2:13][C@H:12]1[C:16]1[NH:17][C:18]2[C:19]([N:25]=1)=[N:20][CH:21]=[C:22](Br)[CH:23]=2)=[O:10])[C:2]1[CH:7]=[CH:6][CH:5]=[CH:4][CH:3]=1.[CH:26]1([NH:29][C:30](=[O:46])[C:31]2[CH:36]=[CH:35][C:34](B3OC(C)(C)C(C)(C)O3)=[CH:33][CH:32]=2)[CH2:28][CH2:27]1.C([O-])(O)=O.[Na+].CN(C=O)C, predict the reaction product. The product is: [CH2:1]([O:8][C:9]([N:11]1[CH2:15][CH2:14][CH2:13][C@H:12]1[C:16]1[NH:17][C:18]2[C:19]([N:25]=1)=[N:20][CH:21]=[C:22]([C:34]1[CH:33]=[CH:32][C:31]([C:30](=[O:46])[NH:29][CH:26]3[CH2:28][CH2:27]3)=[CH:36][CH:35]=1)[CH:23]=2)=[O:10])[C:2]1[CH:7]=[CH:6][CH:5]=[CH:4][CH:3]=1.